The task is: Predict the reactants needed to synthesize the given product.. This data is from Full USPTO retrosynthesis dataset with 1.9M reactions from patents (1976-2016). (1) Given the product [NH2:13][C:11](=[O:12])[C@H:10]([NH:14][C:15]1[CH:20]=[CH:19][C:18]([C:21]([NH2:22])=[O:31])=[C:17]([NH:23][C:24]2[S:28][N:27]=[C:26]([CH3:29])[CH:25]=2)[CH:16]=1)[CH2:9][O:8][CH2:1][C:2]1[CH:7]=[CH:6][CH:5]=[CH:4][CH:3]=1, predict the reactants needed to synthesize it. The reactants are: [CH2:1]([O:8][CH2:9][C@@H:10]([NH:14][C:15]1[CH:20]=[CH:19][C:18]([C:21]#[N:22])=[C:17]([NH:23][C:24]2[S:28][N:27]=[C:26]([CH3:29])[CH:25]=2)[CH:16]=1)[C:11]([NH2:13])=[O:12])[C:2]1[CH:7]=[CH:6][CH:5]=[CH:4][CH:3]=1.C([O-])([O-])=[O:31].[K+].[K+].OO. (2) Given the product [CH3:1][O:2][C:3]1[C:11]2[O:10][C:9]([CH3:12])=[CH:8][C:7]=2[C:6]([NH2:13])=[CH:5][CH:4]=1, predict the reactants needed to synthesize it. The reactants are: [CH3:1][O:2][C:3]1[C:11]2[O:10][C:9]([CH3:12])=[CH:8][C:7]=2[C:6]([N+:13]([O-])=O)=[CH:5][CH:4]=1. (3) Given the product [F:22][C:23]([F:28])([F:27])[C:24]([OH:26])=[O:25].[NH2:14][CH:3]([C:4]1[CH:9]=[CH:8][CH:7]=[C:6]([C:10]([F:11])([F:12])[F:13])[CH:5]=1)[CH2:2][OH:1], predict the reactants needed to synthesize it. The reactants are: [OH:1][CH2:2][CH:3]([NH:14]C(=O)OC(C)(C)C)[C:4]1[CH:9]=[CH:8][CH:7]=[C:6]([C:10]([F:13])([F:12])[F:11])[CH:5]=1.[F:22][C:23]([F:28])([F:27])[C:24]([OH:26])=[O:25]. (4) Given the product [CH:31]1([C:29]2[CH:30]=[C:25]([C:10]3([C:8]#[N:9])[CH2:16][C@@H:15]4[NH:17][C@@H:12]([CH2:13][CH2:14]4)[CH2:11]3)[CH:26]=[N:27][CH:28]=2)[CH2:32][CH2:33]1.[F:1][C:2]([F:7])([F:6])[C:3]([O-:5])=[O:4], predict the reactants needed to synthesize it. The reactants are: [F:1][C:2]([F:7])([F:6])[C:3]([OH:5])=[O:4].[C:8]([C:10]1([C:25]2[CH:26]=[N:27][CH:28]=[C:29]([CH:31]3[CH2:33][CH2:32]3)[CH:30]=2)[CH2:16][C@@H:15]2[N:17](C(OC(C)(C)C)=O)[C@@H:12]([CH2:13][CH2:14]2)[CH2:11]1)#[N:9]. (5) Given the product [CH2:21]([C:24]1[C:32]2[O:31][N:30]=[C:29]([C:33]([F:36])([F:34])[F:35])[C:28]=2[CH:27]=[CH:26][C:25]=1[O:37][CH2:38][CH2:39][CH2:40][NH2:41])[CH2:22][CH3:23], predict the reactants needed to synthesize it. The reactants are: C1(P(C2C=CC=CC=2)C2C=CC=CC=2)C=CC=CC=1.O.[CH2:21]([C:24]1[C:32]2[O:31][N:30]=[C:29]([C:33]([F:36])([F:35])[F:34])[C:28]=2[CH:27]=[CH:26][C:25]=1[O:37][CH2:38][CH2:39][CH2:40][N:41]=[N+]=[N-])[CH2:22][CH3:23].